From a dataset of Drug-target binding data from BindingDB patent sources. Regression. Given a target protein amino acid sequence and a drug SMILES string, predict the binding affinity score between them. We predict pAffinity (pAffinity = -log10(affinity in M)). Dataset: bindingdb_patent. The compound is COc1ccc(OCC2N(CCc3cc(OC)cc(OC)c23)C(=O)c2cccc(Br)c2)cc1. The target protein (Q14957) has sequence MGGALGPALLLTSLFGAWAGLGPGQGEQGMTVAVVFSSSGPPQAQFRARLTPQSFLDLPLEIQPLTVGVNTTNPSSLLTQICGLLGAAHVHGIVFEDNVDTEAVAQILDFISSQTHVPILSISGGSAVVLTPKEPGSAFLQLGVSLEQQLQVLFKVLEEYDWSAFAVITSLHPGHALFLEGVRAVADASHVSWRLLDVVTLELGPGGPRARTQRLLRQLDAPVFVAYCSREEAEVLFAEAAQAGLVGPGHVWLVPNLALGSTDAPPATFPVGLISVVTESWRLSLRQKVRDGVAILALGAHSYWRQHGTLPAPAGDCRVHPGPVSPAREAFYRHLLNVTWEGRDFSFSPGGYLVQPTMVVIALNRHRLWEMVGRWEHGVLYMKYPVWPRYSASLQPVVDSRHLTVATLEERPFVIVESPDPGTGGCVPNTVPCRRQSNHTFSSGDVAPYTKLCCKGFCIDILKKLARVVKFSYDLYLVTNGKHGKRVRGVWNGMIGEVYY.... The pAffinity is 5.2.